This data is from Reaction yield outcomes from USPTO patents with 853,638 reactions. The task is: Predict the reaction yield, written as a fraction of the theoretical maximum amount of product (1.0 means a 100% yield; for example, 0.34 means a 34% yield). (1) The reactants are C([O:3][C:4]([C@:6]1([CH3:22])[C@H:10]([CH2:11][F:12])[CH2:9][N:8]([C@@H:13]([C:15]2[CH:20]=[CH:19][CH:18]=[CH:17][CH:16]=2)[CH3:14])[C:7]1=[O:21])=[O:5])C.[OH-].[Na+].O. The catalyst is C(O)C. The product is [F:12][CH2:11][C@@H:10]1[CH2:9][N:8]([C@@H:13]([C:15]2[CH:20]=[CH:19][CH:18]=[CH:17][CH:16]=2)[CH3:14])[C:7](=[O:21])[C@:6]1([CH3:22])[C:4]([OH:5])=[O:3]. The yield is 0.990. (2) The reactants are [Cl:1][C:2]1[CH:3]=[C:4]([CH:9]([CH2:17][CH:18]2[CH2:22][CH2:21][CH:20]([OH:23])[CH2:19]2)[C:10]([NH:12][C:13]([NH:15][CH3:16])=[O:14])=[O:11])[CH:5]=[CH:6][C:7]=1[Cl:8].[Cr](Cl)([O-])(=O)=O.[NH+]1C=CC=CC=1. The catalyst is C(Cl)Cl. The product is [Cl:1][C:2]1[CH:3]=[C:4]([CH:9]([CH2:17][CH:18]2[CH2:22][CH2:21][C:20](=[O:23])[CH2:19]2)[C:10]([NH:12][C:13]([NH:15][CH3:16])=[O:14])=[O:11])[CH:5]=[CH:6][C:7]=1[Cl:8]. The yield is 0.761. (3) The reactants are [NH2:1][C:2]1[C:3]([C:9](N)=[O:10])=[N:4][CH:5]=[C:6]([Br:8])[CH:7]=1.[OH-:12].[Na+].Cl. No catalyst specified. The product is [NH2:1][C:2]1[C:3]([C:9]([OH:10])=[O:12])=[N:4][CH:5]=[C:6]([Br:8])[CH:7]=1. The yield is 0.950. (4) The yield is 0.500. No catalyst specified. The product is [Si:1]([O:8][C:9]1[CH:10]=[C:11]([NH:16][C:17](=[O:28])[C:18]2[CH:23]=[CH:22][C:21]([C:24]([CH3:27])([CH3:26])[CH3:25])=[CH:20][CH:19]=2)[C:12]([NH:15][C:38]([C:35]2[CH:36]=[C:37]3[C:32]([CH:31]=[CH:30][NH:29]3)=[CH:33][CH:34]=2)=[O:39])=[CH:13][CH:14]=1)([C:4]([CH3:7])([CH3:6])[CH3:5])([CH3:3])[CH3:2]. The reactants are [Si:1]([O:8][C:9]1[CH:10]=[C:11]([NH:16][C:17](=[O:28])[C:18]2[CH:23]=[CH:22][C:21]([C:24]([CH3:27])([CH3:26])[CH3:25])=[CH:20][CH:19]=2)[C:12]([NH2:15])=[CH:13][CH:14]=1)([C:4]([CH3:7])([CH3:6])[CH3:5])([CH3:3])[CH3:2].[NH:29]1[C:37]2[C:32](=[CH:33][CH:34]=[C:35]([C:38](O)=[O:39])[CH:36]=2)[CH:31]=[CH:30]1. (5) The reactants are CN(C(ON1N=NC2C=CC=NC1=2)=[N+](C)C)C.F[P-](F)(F)(F)(F)F.[N+:25]([C:28]1[CH:29]=[C:30]([C:37]2[CH:42]=[CH:41][CH:40]=[CH:39][CH:38]=2)[CH:31]=[CH:32][C:33]=1[C:34]([OH:36])=O)([O-:27])=[O:26].Cl.[NH2:44][C:45]1([C:53]([O:55][CH3:56])=[O:54])[CH2:52][CH2:51][CH2:50][CH2:49][CH2:48][CH2:47][CH2:46]1.C(N(C(C)C)CC)(C)C. The catalyst is CN(C=O)C.C(OCC)(=O)C.CCCCCC.C(OCC)(=O)C. The product is [N+:25]([C:28]1[CH:29]=[C:30]([C:37]2[CH:42]=[CH:41][CH:40]=[CH:39][CH:38]=2)[CH:31]=[CH:32][C:33]=1[C:34]([NH:44][C:45]1([C:53]([O:55][CH3:56])=[O:54])[CH2:52][CH2:51][CH2:50][CH2:49][CH2:48][CH2:47][CH2:46]1)=[O:36])([O-:27])=[O:26]. The yield is 0.540. (6) The catalyst is [Pd].CO. The yield is 0.780. The product is [NH2:1][CH2:4][CH2:5][O:6][C:7]1[CH:12]=[CH:11][C:10]([C:13]2[N:14]([CH2:26][CH3:27])[C:15]3[C:20]([C:21]=2[C:22]#[N:23])=[CH:19][CH:18]=[C:17]([O:24][CH3:25])[CH:16]=3)=[CH:9][CH:8]=1. The reactants are [N:1]([CH2:4][CH2:5][O:6][C:7]1[CH:12]=[CH:11][C:10]([C:13]2[N:14]([CH2:26][CH3:27])[C:15]3[C:20]([C:21]=2[C:22]#[N:23])=[CH:19][CH:18]=[C:17]([O:24][CH3:25])[CH:16]=3)=[CH:9][CH:8]=1)=[N+]=[N-].Cl.